This data is from Full USPTO retrosynthesis dataset with 1.9M reactions from patents (1976-2016). The task is: Predict the reactants needed to synthesize the given product. (1) Given the product [OH:8][C:9]1[CH:10]=[CH:11][C:12]2[O:16][C:15]([CH3:17])=[CH:14][C:13]=2[CH:21]=1, predict the reactants needed to synthesize it. The reactants are: C([O:8][C:9]1[CH:10]=[CH:11][C:12]2[O:16][C:15]([CH2:17]OCC)=[CH:14][C:13]=2[CH:21]=1)C1C=CC=CC=1. (2) Given the product [Br:1][C:2]1[CH:7]=[CH:6][C:5]([NH:8][C:12]2[C:13]([F:22])=[C:14]([F:21])[C:15]3[N:16]=[C:17]([CH3:20])[O:18][C:19]=3[C:11]=2[NH:10][S:23]([CH:26]2[CH2:28][CH2:27]2)(=[O:24])=[O:25])=[C:4]([F:30])[CH:3]=1, predict the reactants needed to synthesize it. The reactants are: [Br:1][C:2]1[CH:7]=[CH:6][C:5]([N:8]2[C:12]3[C:13]([F:22])=[C:14]([F:21])[C:15]4[N:16]=[C:17]([CH3:20])[O:18][C:19]=4[C:11]=3[N:10]([S:23]([CH:26]3[CH2:28][CH2:27]3)(=[O:25])=[O:24])C2=O)=[C:4]([F:30])[CH:3]=1.[Li+].[OH-].FC1C2N=COC=2C(NS(C2CC2)(=O)=O)=C(NC2C=CC(I)=CC=2F)C=1F. (3) Given the product [NH2:23][C:21]1[N:22]=[C:14]([OH:13])[C:15]([C:16]#[N:17])=[C:9]([C:7]2[CH:6]=[N:5][CH:4]=[C:3]([O:2][CH3:1])[CH:8]=2)[N:20]=1, predict the reactants needed to synthesize it. The reactants are: [CH3:1][O:2][C:3]1[CH:4]=[N:5][CH:6]=[C:7]([CH:9]=O)[CH:8]=1.C([O:13][C:14](=O)[CH2:15][C:16]#[N:17])C.Cl.[NH2:20][C:21]([NH2:23])=[NH:22].C(=O)([O-])[O-].[K+].[K+]. (4) Given the product [CH3:1][S:2]([CH2:5][C:6]1[N:7]=[C:17]([OH:18])[CH:16]=[C:15]([OH:22])[N:8]=1)(=[O:4])=[O:3], predict the reactants needed to synthesize it. The reactants are: [CH3:1][S:2]([CH2:5][C:6](=[NH:8])[NH2:7])(=[O:4])=[O:3].C(=O)([O-])[O-].[K+].[K+].[C:15](OCC)(=[O:22])[CH2:16][C:17](OCC)=[O:18]. (5) Given the product [NH2:29][C:26]1[CH:25]=[CH:24][C:23]([C:22]([O:21][C:16]2[C:15]3[C:20](=[C:11]([O:10][C:8](=[O:9])[C:7]4[CH:33]=[CH:34][C:4]([NH2:1])=[CH:5][CH:6]=4)[CH:12]=[CH:13][CH:14]=3)[CH:19]=[CH:18][CH:17]=2)=[O:32])=[CH:28][CH:27]=1, predict the reactants needed to synthesize it. The reactants are: [N+:1]([C:4]1[CH:34]=[CH:33][C:7]([C:8]([O:10][C:11]2[C:20]3[C:15](=[C:16]([O:21][C:22](=[O:32])[C:23]4[CH:28]=[CH:27][C:26]([N+:29]([O-])=O)=[CH:25][CH:24]=4)[CH:17]=[CH:18][CH:19]=3)[CH:14]=[CH:13][CH:12]=2)=[O:9])=[CH:6][CH:5]=1)([O-])=O.[H][H]. (6) Given the product [I:1][C:2]1[CH:7]=[CH:6][C:5]([S:8][CH3:9])=[CH:4][C:3]=1[N+:17]([O-:19])=[O:18], predict the reactants needed to synthesize it. The reactants are: [I:1][C:2]1[CH:7]=[CH:6][C:5]([S:8][CH3:9])=[CH:4][CH:3]=1.COS(OC)(=O)=O.[N+:17]([O-])([OH:19])=[O:18]. (7) Given the product [CH2:38]([S:42]([NH:1][C:2]1[CH:10]=[CH:9][CH:8]=[C:7]2[C:3]=1[C:4]([C:15]([N:17]1[CH2:18][CH2:19][CH:20]([C:23]3[CH:24]=[C:25]([CH:34]=[CH:35][C:36]=3[F:37])[CH2:26][NH:27][C:28](=[O:33])[C:29]([F:31])([F:32])[F:30])[CH2:21][CH2:22]1)=[O:16])=[CH:5][N:6]2[CH2:11][CH2:12][O:13][CH3:14])(=[O:44])=[O:43])[CH2:39][CH2:40][CH3:41], predict the reactants needed to synthesize it. The reactants are: [NH2:1][C:2]1[CH:10]=[CH:9][CH:8]=[C:7]2[C:3]=1[C:4]([C:15]([N:17]1[CH2:22][CH2:21][CH:20]([C:23]3[CH:24]=[C:25]([CH:34]=[CH:35][C:36]=3[F:37])[CH2:26][NH:27][C:28](=[O:33])[C:29]([F:32])([F:31])[F:30])[CH2:19][CH2:18]1)=[O:16])=[CH:5][N:6]2[CH2:11][CH2:12][O:13][CH3:14].[CH2:38]([S:42](Cl)(=[O:44])=[O:43])[CH2:39][CH2:40][CH3:41]. (8) The reactants are: [NH:1]1[CH:5]=[N:4][N:3]=[N:2]1.[C:6]([C:9]1[CH:40]=[CH:39][C:12]([O:13][CH2:14][C:15]2[CH:20]=[CH:19][C:18]([CH:21]([O:32][CH:33]3[CH2:38][CH2:37][CH2:36][CH2:35][O:34]3)[C:22]3[CH:23]=[CH:24][C:25]([O:30][CH3:31])=[C:26]([CH:29]=3)C#N)=[CH:17][CH:16]=2)=[C:11]([CH2:41][CH2:42][CH3:43])[C:10]=1[OH:44])(=[O:8])[CH3:7]. Given the product [OH:44][C:10]1[C:11]([CH2:41][CH2:42][CH3:43])=[C:12]([O:13][CH2:14][C:15]2[CH:16]=[CH:17][C:18]([CH:21]([C:22]3[CH:29]=[CH:26][C:25]([O:30][CH3:31])=[C:24]([C:5]4[N:1]=[N:2][NH:3][N:4]=4)[CH:23]=3)[O:32][CH:33]3[CH2:38][CH2:37][CH2:36][CH2:35][O:34]3)=[CH:19][CH:20]=2)[CH:39]=[CH:40][C:9]=1[C:6](=[O:8])[CH3:7], predict the reactants needed to synthesize it.